This data is from Experimentally validated miRNA-target interactions with 360,000+ pairs, plus equal number of negative samples. The task is: Binary Classification. Given a miRNA mature sequence and a target amino acid sequence, predict their likelihood of interaction. (1) The miRNA is hsa-miR-7160-5p with sequence UGCUGAGGUCCGGGCUGUGCC. The protein sequence of the target gene is MVKLGNNFAEKGTKQPLLEDGFDTIPLMTPLDVNQLQFPPPDKVVVKTKTEYEPDRKKGKARPPKIAEFTVSITEGVTERFKVSVLVLFALAFLTCVVFLVVYKVYKYDRACPDGFVLKNTQCIPEGLESYYTEQDSSAREKFYTVINHYNVAKQSITRSVSPWMSVLSEEKLSEQETEAAEKSA. Result: 0 (no interaction). (2) The miRNA is hsa-miR-3190-5p with sequence UCUGGCCAGCUACGUCCCCA. The protein sequence of the target gene is MAAVWQQVLAVDARYNAYRTPTFPQFRTQYIRRRSQLLRENAKAGHPPALRRQYLRLRGQLLGQRYGPLSEPGSARAYSNSIVRSSRTTLDRMEDFEDDPRALGARGHRRSVSRGSYQLQAQMNRAVYEDRPPGSVVPTSAAEASRAMAGDTSLSENYAFAGMYHVFDQHVDEAVPRVRFANDDRHRLACCSLDGSISLCQLVPAPPTVLRVLRGHTRGVSDFAWSLSNDILVSTSLDATMRIWASEDGRCIREIPDPDSAELLCCTFQPVNNNLTVVGNAKHNVHVMNISTGKKVKGGS.... Result: 1 (interaction). (3) The miRNA is hsa-miR-4668-5p with sequence AGGGAAAAAAAAAAGGAUUUGUC. The protein sequence of the target gene is MALYYDHQIEAPDAAGSPSFISWHPVHPFLAVAYISTTSTGSVDIYLEQGECVPDTHVERPFRVASLCWHPTRLVLAVGWETGEVTVFNKQDKEQHTMPLTHTADITVLRWSPSGNCLLSGDRLGVLLLWRLDQRGRVQGTPLLKHEYGKHLTHCIFRLPPPGEDLVQLAKAAVSGDEKALDMFNWKKSSSGSLLKMGSHEGLLFFVSLMDGTVHYVDEKGKTTQVVSADSTIQMLFYMEKREALVVVTENLRLSLYTVPPEGKAEEVMKVKLSGKTGRRADIALIEGSLLVMAVGEAAL.... Result: 0 (no interaction).